From a dataset of Forward reaction prediction with 1.9M reactions from USPTO patents (1976-2016). Predict the product of the given reaction. (1) Given the reactants [N+:1]([C:4]1[CH:5]=[CH:6][C:7](OC2C=C3C(=CC=2)OC(C2C=CC=CC=2)CC3)=[N:8][CH:9]=1)([O-:3])=[O:2].[OH:27][C:28]1[CH:29]=[C:30]([CH:34]2[CH2:43][CH2:42][C:41]3[C:36](=[CH:37][CH:38]=[C:39]([O:44][C:45]4[N:50]=[CH:49][C:48]([NH:51]S(C)(=O)=O)=[CH:47][CH:46]=4)[CH:40]=3)[O:35]2)[CH:31]=[CH:32][CH:33]=1, predict the reaction product. The product is: [N+:1]([C:4]1[CH:5]=[CH:6][C:7]([O:27][C:28]2[CH:29]=[C:30]([CH:34]3[CH2:43][CH2:42][C:41]4[C:36](=[CH:37][CH:38]=[C:39]([O:44][C:45]5[N:50]=[CH:49][C:48]([NH2:51])=[CH:47][CH:46]=5)[CH:40]=4)[O:35]3)[CH:31]=[CH:32][CH:33]=2)=[N:8][CH:9]=1)([O-:3])=[O:2]. (2) Given the reactants [NH2:1][C:2]1[C:11]2[CH:10]=[CH:9][CH:8]=[C:7](I)[C:6]=2[N:5]=[C:4]2[CH2:13][N:14]([CH2:17][CH2:18][CH3:19])[C:15](=[O:16])[C:3]=12.[N:20]1[CH:25]=[CH:24][CH:23]=[C:22](B(O)O)[CH:21]=1, predict the reaction product. The product is: [NH2:1][C:2]1[C:11]2[CH:10]=[CH:9][CH:8]=[C:7]([C:22]3[CH:21]=[N:20][CH:25]=[CH:24][CH:23]=3)[C:6]=2[N:5]=[C:4]2[CH2:13][N:14]([CH2:17][CH2:18][CH3:19])[C:15](=[O:16])[C:3]=12. (3) Given the reactants Br[C:2]1[C:3]([CH3:12])=[N:4][C:5]([O:10][CH3:11])=[C:6]([CH2:8][CH3:9])[CH:7]=1.C(=O)([O-])[O-].[K+].[K+].[NH:19]1[CH:23]=[CH:22][CH:21]=[N:20]1, predict the reaction product. The product is: [CH2:8]([C:6]1[C:5]([O:10][CH3:11])=[N:4][C:3]([CH3:12])=[C:2]([N:19]2[CH:23]=[CH:22][CH:21]=[N:20]2)[CH:7]=1)[CH3:9]. (4) Given the reactants [C:1]([O:4][CH2:5][C:6]1[NH:7][CH:8]=[C:9]([O:13][CH2:14][C:15]2[CH:20]=[CH:19][CH:18]=[CH:17][CH:16]=2)[C:10](=[O:12])[CH:11]=1)(=[O:3])[CH3:2].Br[CH2:22][CH2:23][NH:24][C:25](=[O:31])[O:26][C:27]([CH3:30])([CH3:29])[CH3:28].C(=O)([O-])[O-].[K+].[K+].C(OCC)(=O)C, predict the reaction product. The product is: [C:1]([O:4][CH2:5][C:6]1[CH:11]=[C:10]([O:12][CH2:22][CH2:23][NH:24][C:25]([O:26][C:27]([CH3:30])([CH3:29])[CH3:28])=[O:31])[C:9]([O:13][CH2:14][C:15]2[CH:20]=[CH:19][CH:18]=[CH:17][CH:16]=2)=[CH:8][N:7]=1)(=[O:3])[CH3:2]. (5) Given the reactants [F:1][C:2]([F:13])([F:12])[CH2:3][CH:4]([CH2:7][C:8]([F:11])([F:10])[F:9])[CH2:5][OH:6].CC(OI1(OC(C)=O)(OC(C)=O)OC(=O)C2C=CC=CC1=2)=O.S([O-])([O-])(=O)=S.[Na+].[Na+].C([O-])(O)=O.[Na+], predict the reaction product. The product is: [F:1][C:2]([F:12])([F:13])[CH2:3][CH:4]([CH2:7][C:8]([F:9])([F:10])[F:11])[CH:5]=[O:6]. (6) Given the reactants [N+:1]([O-:4])([O-])=[O:2].[K+].[CH2:6]([N:9]1[CH2:15][CH2:14][C:13]2[CH:16]=[CH:17][CH:18]=[CH:19][C:12]=2[CH2:11][CH2:10]1)[CH2:7][CH3:8].[OH-].[Na+], predict the reaction product. The product is: [N+:1]([C:17]1[CH:18]=[CH:19][C:12]2[CH2:11][CH2:10][N:9]([CH2:6][CH2:7][CH3:8])[CH2:15][CH2:14][C:13]=2[CH:16]=1)([O-:4])=[O:2].